Dataset: Reaction yield outcomes from USPTO patents with 853,638 reactions. Task: Predict the reaction yield, written as a fraction of the theoretical maximum amount of product (1.0 means a 100% yield; for example, 0.34 means a 34% yield). The reactants are [CH3:1][CH2:2][O:3][C:4]([CH:6]([NH:12][C:13]([CH3:15])=[O:14])[C:7]([O:9][CH2:10][CH3:11])=[O:8])=[O:5].[O-]CC.[Na+].[NH2:20][C:21]1[CH:26]=[C:25]([Cl:27])[CH:24]=[CH:23][C:22]=1[C:28](=[O:31])[CH2:29]Cl.[I-].[Na+]. The catalyst is C(O)C.O.O1CCCC1. The product is [CH2:10]([O:9][C:7](=[O:8])[C:6]([NH:12][C:13](=[O:14])[CH3:15])([CH2:29][C:28]([C:22]1[CH:23]=[CH:24][C:25]([Cl:27])=[CH:26][C:21]=1[NH2:20])=[O:31])[C:4]([O:3][CH2:2][CH3:1])=[O:5])[CH3:11]. The yield is 0.570.